This data is from Catalyst prediction with 721,799 reactions and 888 catalyst types from USPTO. The task is: Predict which catalyst facilitates the given reaction. Reactant: [C:1]([O:4][CH2:5][C:6]1[CH:11]=[C:10]([O:12][CH2:13][C:14]2[CH:19]=[CH:18][CH:17]=[CH:16][CH:15]=2)[C:9]([O:20]CC2C=CC(OC)=CC=2)=[CH:8][N:7]=1)(=[O:3])[CH3:2].C([SiH](CC)CC)C.[F:37][C:38]([F:43])([F:42])[C:39]([OH:41])=[O:40]. Product: [F:37][C:38]([F:43])([F:42])[C:39]([OH:41])=[O:40].[C:1]([O:4][CH2:5][C:6]1[CH:11]=[C:10]([O:12][CH2:13][C:14]2[CH:15]=[CH:16][CH:17]=[CH:18][CH:19]=2)[C:9]([OH:20])=[CH:8][N:7]=1)(=[O:3])[CH3:2]. The catalyst class is: 4.